This data is from Forward reaction prediction with 1.9M reactions from USPTO patents (1976-2016). The task is: Predict the product of the given reaction. (1) Given the reactants [Br:1][C:2]1[CH:3]=[C:4]2[C:8](=[C:9]([CH:11]([CH3:13])[CH3:12])[CH:10]=1)[NH:7][CH:6]=[C:5]2[C:14](=O)[C:15](OCC)=[O:16].[Li+].[BH4-], predict the reaction product. The product is: [Br:1][C:2]1[CH:3]=[C:4]2[C:8](=[C:9]([CH:11]([CH3:13])[CH3:12])[CH:10]=1)[NH:7][CH:6]=[C:5]2[CH2:14][CH2:15][OH:16]. (2) Given the reactants [CH3:1][C:2]([N:10]1[CH:14]=[C:13]([NH:15][C:16](=[O:22])[CH:17]([NH2:21])[CH2:18][CH2:19][CH3:20])[N:12]=[CH:11]1)([CH3:9])[CH2:3][N:4]1[CH2:8][CH2:7][CH2:6][CH2:5]1.[F:23][C:24]1[CH:25]=[C:26]([CH2:31][CH:32]=O)[CH:27]=[C:28]([F:30])[CH:29]=1, predict the reaction product. The product is: [CH3:1][C:2]([N:10]1[CH:14]=[C:13]([NH:15][C:16](=[O:22])[CH:17]([NH:21][CH2:32][CH2:31][C:26]2[CH:25]=[C:24]([F:23])[CH:29]=[C:28]([F:30])[CH:27]=2)[CH2:18][CH2:19][CH3:20])[N:12]=[CH:11]1)([CH3:9])[CH2:3][N:4]1[CH2:8][CH2:7][CH2:6][CH2:5]1.